Predict the reaction yield, written as a fraction of the theoretical maximum amount of product (1.0 means a 100% yield; for example, 0.34 means a 34% yield). From a dataset of Reaction yield outcomes from USPTO patents with 853,638 reactions. (1) The reactants are [CH3:1][NH:2][CH3:3].Cl[C:5]1[C:10]([C:11]([O:13][CH3:14])=[O:12])=[CH:9][N:8]=[C:7]([Cl:15])[CH:6]=1. The catalyst is CC#N. The product is [Cl:15][C:7]1[CH:6]=[C:5]([N:2]([CH3:3])[CH3:1])[C:10]([C:11]([O:13][CH3:14])=[O:12])=[CH:9][N:8]=1. The yield is 0.800. (2) The reactants are C1(C)C=CC(S([O-])(=O)=O)=CC=1.[NH+]1C=CC=CC=1.[C:18]([O:21][CH:22]1[C:23]([OH:62])([CH3:61])[CH2:24][CH2:25][CH:26]([O:53][Si:54]([C:57]([CH3:60])([CH3:59])[CH3:58])([CH3:56])[CH3:55])[CH2:27][C:28]([O:30][CH:31](/[C:36](/[CH3:52])=[CH:37]/[CH:38]=[CH:39]/[CH:40]([CH3:51])[CH2:41][CH:42]2[O:50][CH:43]2[CH:44]([CH3:49])[CH:45]([OH:48])[CH2:46][CH3:47])[CH:32]([CH3:35])[CH:33]=[CH:34]1)=[O:29])(=[O:20])[CH3:19].[CH:63]([O:65][CH2:66][CH3:67])=[CH2:64].[C:68]([O:71][CH2:72][CH3:73])(=O)[CH3:69]. The catalyst is C(Cl)Cl. The product is [C:18]([O:21][CH:22]1[C:23]([O:62][CH:68]([O:71][CH2:72][CH3:73])[CH3:69])([CH3:61])[CH2:24][CH2:25][CH:26]([O:53][Si:54]([C:57]([CH3:58])([CH3:60])[CH3:59])([CH3:56])[CH3:55])[CH2:27][C:28]([O:30][CH:31](/[C:36](/[CH3:52])=[CH:37]/[CH:38]=[CH:39]/[CH:40]([CH3:51])[CH2:41][CH:42]2[O:50][CH:43]2[CH:44]([CH3:49])[CH:45]([O:48][CH:63]([O:65][CH2:66][CH3:67])[CH3:64])[CH2:46][CH3:47])[CH:32]([CH3:35])[CH:33]=[CH:34]1)=[O:29])(=[O:20])[CH3:19]. The yield is 0.660. (3) The reactants are O=C1C2C(=CC=CC=2)C(=O)[N:3]1[C:12]1[CH:17]=[CH:16][C:15]([S:18]([N:21]([CH3:23])[CH3:22])(=[O:20])=[O:19])=[CH:14][C:13]=1[O:24][CH3:25].O.NN. The catalyst is CO. The product is [NH2:3][C:12]1[CH:17]=[CH:16][C:15]([S:18]([N:21]([CH3:22])[CH3:23])(=[O:19])=[O:20])=[CH:14][C:13]=1[O:24][CH3:25]. The yield is 0.340. (4) The reactants are [Cl:1][C:2]1[CH:10]=[CH:9][CH:8]=[C:7]2[C:3]=1[CH:4]=[N:5][NH:6]2.[O:11]1[CH:16]=[CH:15][CH2:14][CH2:13][CH2:12]1. The catalyst is C1(C)C=CC(S([O-])(=O)=O)=CC=1.[NH+]1C=CC=CC=1.C(Cl)Cl. The product is [Cl:1][C:2]1[CH:10]=[CH:9][CH:8]=[C:7]2[C:3]=1[CH:4]=[N:5][N:6]2[CH:12]1[CH2:13][CH2:14][CH2:15][CH2:16][O:11]1. The yield is 0.950. (5) The reactants are [C:1]([C:5]1[CH:10]=[CH:9][C:8]([C:11]2[S:15][CH:14]=[C:13]([C:16](=[N:18][NH:19][C:20]([NH:22][C:23]3[S:27][C:26]([C:28]([O:30]C)=[O:29])=[CH:25][CH:24]=3)=[S:21])[CH3:17])[C:12]=2[OH:32])=[CH:7][CH:6]=1)([CH3:4])([CH3:3])[CH3:2].[OH-].[Na+].Cl. The catalyst is C(O)(C)C. The product is [C:1]([C:5]1[CH:10]=[CH:9][C:8]([C:11]2[S:15][CH:14]=[C:13]([C:16](=[N:18][NH:19][C:20]([NH:22][C:23]3[S:27][C:26]([C:28]([OH:30])=[O:29])=[CH:25][CH:24]=3)=[S:21])[CH3:17])[C:12]=2[OH:32])=[CH:7][CH:6]=1)([CH3:2])([CH3:3])[CH3:4]. The yield is 0.0300. (6) No catalyst specified. The product is [F:16][C:17]1[CH:18]=[CH:19][C:20]([O:26][CH3:27])=[C:21]([CH:25]=1)[CH2:22][N:23]([CH3:24])[C:13](=[O:15])[CH2:12][CH2:11][CH2:10][S:9][C:6]1[CH:5]=[CH:4][C:3]([O:2][CH3:1])=[CH:8][CH:7]=1. The yield is 0.530. The reactants are [CH3:1][O:2][C:3]1[CH:8]=[CH:7][C:6]([S:9][CH2:10][CH2:11][CH2:12][C:13]([OH:15])=O)=[CH:5][CH:4]=1.[F:16][C:17]1[CH:18]=[CH:19][C:20]([O:26][CH3:27])=[C:21]([CH:25]=1)[CH2:22][NH:23][CH3:24]. (7) The reactants are [N:1]1[N:5]2[C:6](=O)[CH:7]=[CH:8][NH:9][C:4]2=[CH:3][CH:2]=1.P(Cl)(Cl)([Cl:13])=O.C(N(C(C)C)CC)(C)C. No catalyst specified. The product is [Cl:13][C:6]1[N:5]2[N:1]=[CH:2][CH:3]=[C:4]2[N:9]=[CH:8][CH:7]=1. The yield is 0.710.